Dataset: Full USPTO retrosynthesis dataset with 1.9M reactions from patents (1976-2016). Task: Predict the reactants needed to synthesize the given product. (1) Given the product [F:8][C:6]1[CH:7]=[C:2]2[C:3]([CH:9]=[C:22]([C:23]([O:25][CH3:26])=[O:24])[C:21]([C:16]3[CH:17]=[CH:18][CH:19]=[CH:20][C:15]=3[S:12]([CH3:11])(=[O:14])=[O:13])=[N:1]2)=[N:4][CH:5]=1, predict the reactants needed to synthesize it. The reactants are: [NH2:1][C:2]1[C:3]([CH:9]=O)=[N:4][CH:5]=[C:6]([F:8])[CH:7]=1.[CH3:11][S:12]([C:15]1[CH:20]=[CH:19][CH:18]=[CH:17][C:16]=1[C:21](=O)[CH2:22][C:23]([O:25][CH3:26])=[O:24])(=[O:14])=[O:13].O.O.O.O.O.O.O.[Cl-].[Ce+3].[Cl-].[Cl-]. (2) Given the product [C:25]1([C:22]2[N:23]=[CH:24][C:19]([N:17]([CH2:16][CH2:15][C:11]3[CH:10]=[C:9]([OH:8])[CH:14]=[CH:13][CH:12]=3)[CH3:18])=[N:20][C:21]=2[C:31]2[CH:36]=[CH:35][CH:34]=[CH:33][CH:32]=2)[CH:26]=[CH:27][CH:28]=[CH:29][CH:30]=1, predict the reactants needed to synthesize it. The reactants are: C([O:8][C:9]1[CH:14]=[CH:13][CH:12]=[C:11]([CH2:15][CH2:16][N:17]([C:19]2[CH:24]=[N:23][C:22]([C:25]3[CH:30]=[CH:29][CH:28]=[CH:27][CH:26]=3)=[C:21]([C:31]3[CH:36]=[CH:35][CH:34]=[CH:33][CH:32]=3)[N:20]=2)[CH3:18])[CH:10]=1)C1C=CC=CC=1.Cl.C(=O)([O-])O.[Na+]. (3) Given the product [ClH:37].[F:36][C:33]([F:34])([F:35])[C:18]1[C:17]([CH2:16][NH2:8])=[CH:22][C:21]([C:23]2[CH:28]=[N:27][C:26]([C:29]([F:30])([F:31])[F:32])=[N:25][CH:24]=2)=[CH:20][N:19]=1, predict the reactants needed to synthesize it. The reactants are: C(OC([N:8]([CH2:16][C:17]1[C:18]([C:33]([F:36])([F:35])[F:34])=[N:19][CH:20]=[C:21]([C:23]2[CH:24]=[N:25][C:26]([C:29]([F:32])([F:31])[F:30])=[N:27][CH:28]=2)[CH:22]=1)C(=O)OC(C)(C)C)=O)(C)(C)C.[ClH:37].